From a dataset of Forward reaction prediction with 1.9M reactions from USPTO patents (1976-2016). Predict the product of the given reaction. (1) The product is: [CH2:66]([NH:73][C:26](=[O:27])[C:25]1[CH:29]=[CH:30][C:22]([NH:21][C:19]2[N:18]=[CH:17][C:8]3[N:9]([CH3:16])[C:10](=[O:15])[C:11]([F:14])([F:13])[CH2:12][N:6]([CH:1]4[CH2:5][CH2:4][CH2:3][CH2:2]4)[C:7]=3[N:20]=2)=[C:23]([O:31][CH3:32])[CH:24]=1)[C:67]1[CH:72]=[CH:71][CH:70]=[CH:69][CH:68]=1. Given the reactants [CH:1]1([N:6]2[CH2:12][C:11]([F:14])([F:13])[C:10](=[O:15])[N:9]([CH3:16])[C:8]3[CH:17]=[N:18][C:19]([NH:21][C:22]4[CH:30]=[CH:29][C:25]([C:26](O)=[O:27])=[CH:24][C:23]=4[O:31][CH3:32])=[N:20][C:7]2=3)[CH2:5][CH2:4][CH2:3][CH2:2]1.F[P-](F)(F)(F)(F)F.CN(C(N(C)C)=[N+]1C2C(=NC=CC=2)[N+]([O-])=N1)C.C(N(C(C)C)C(C)C)C.[CH2:66]([NH2:73])[C:67]1[CH:72]=[CH:71][CH:70]=[CH:69][CH:68]=1, predict the reaction product. (2) Given the reactants [CH3:1][O:2][C:3]([CH:5]1[CH2:10][CH2:9][CH2:8][C:7](=[O:11])[NH:6]1)=[O:4].C(N(CC)CC)C.[C:19]([O:23][C:24](O[C:24]([O:23][C:19]([CH3:22])([CH3:21])[CH3:20])=[O:25])=[O:25])([CH3:22])([CH3:21])[CH3:20], predict the reaction product. The product is: [CH3:1][O:2][C:3]([CH:5]1[CH2:10][CH2:9][CH2:8][C:7](=[O:11])[N:6]1[C:24]([O:23][C:19]([CH3:22])([CH3:21])[CH3:20])=[O:25])=[O:4]. (3) Given the reactants [Br:1][C:2]1[CH:10]=[C:9]2[C:5]([CH2:6][N:7]([C@H:12]([CH:17](C)C)[C:13]([O:15][CH3:16])=[O:14])[C:8]2=[O:11])=[CH:4][CH:3]=1.Cl.[CH3:21]OC(=O)C(C)(C)N, predict the reaction product. The product is: [Br:1][C:2]1[CH:10]=[C:9]2[C:5]([CH2:6][N:7]([C:12]([CH3:17])([CH3:21])[C:13]([O:15][CH3:16])=[O:14])[C:8]2=[O:11])=[CH:4][CH:3]=1. (4) Given the reactants [Br:1][C:2]1[CH:3]=[C:4]([CH:17]=[C:18]([Cl:20])[CH:19]=1)[O:5][C:6]1[C:7](=[O:16])[NH:8][CH:9]=[CH:10][C:11]=1[C:12]([F:15])([F:14])[F:13].C(=O)([O-])[O-].[K+].[K+].[NH2:27][S:28]([C:31]1[CH:36]=[CH:35][C:34]([NH:37][C:38](=[O:41])[CH2:39]Br)=[C:33]([Cl:42])[CH:32]=1)(=[O:30])=[O:29], predict the reaction product. The product is: [NH2:27][S:28]([C:31]1[CH:36]=[CH:35][C:34]([NH:37][C:38](=[O:41])[CH2:39][N:8]2[CH:9]=[CH:10][C:11]([C:12]([F:15])([F:13])[F:14])=[C:6]([O:5][C:4]3[CH:17]=[C:18]([Cl:20])[CH:19]=[C:2]([Br:1])[CH:3]=3)[C:7]2=[O:16])=[C:33]([Cl:42])[CH:32]=1)(=[O:30])=[O:29].